From a dataset of Forward reaction prediction with 1.9M reactions from USPTO patents (1976-2016). Predict the product of the given reaction. (1) The product is: [CH3:50][O:49][C:46]1[N:45]=[CH:44][C:43]([CH2:42][C:36]2([CH2:35][NH:25][C@@H:26]3[CH2:28][C@H:27]3[C:29]3[CH:30]=[CH:31][CH:32]=[CH:33][CH:34]=3)[CH2:41][CH2:40][N:39]([CH2:1][C:3]3([C:6]([O:8][C:9]([CH3:12])([CH3:11])[CH3:10])=[O:7])[CH2:5][CH2:4]3)[CH2:38][CH2:37]2)=[CH:48][CH:47]=1. Given the reactants [CH:1]([C:3]1([C:6]([O:8][C:9]([CH3:12])([CH3:11])[CH3:10])=[O:7])[CH2:5][CH2:4]1)=O.C(N(CC)CC)C.C(OC(=O)[N:25]([CH2:35][C:36]1([CH2:42][C:43]2[CH:44]=[N:45][C:46]([O:49][CH3:50])=[CH:47][CH:48]=2)[CH2:41][CH2:40][NH:39][CH2:38][CH2:37]1)[C@@H:26]1[CH2:28][C@H:27]1[C:29]1[CH:34]=[CH:33][CH:32]=[CH:31][CH:30]=1)C=C.C(O[BH-](OC(=O)C)OC(=O)C)(=O)C.[Na+].C(NCC)C, predict the reaction product. (2) Given the reactants [O:1]=[CH:2][CH2:3][CH:4]1[CH2:8][C:7]2[CH:9]=[C:10]([C:13]3[CH:20]=[CH:19][C:16]([C:17]#[N:18])=[CH:15][CH:14]=3)[CH:11]=[CH:12][C:6]=2[O:5]1.[BH4-].[Na+], predict the reaction product. The product is: [OH:1][CH2:2][CH2:3][CH:4]1[CH2:8][C:7]2[CH:9]=[C:10]([C:13]3[CH:20]=[CH:19][C:16]([C:17]#[N:18])=[CH:15][CH:14]=3)[CH:11]=[CH:12][C:6]=2[O:5]1. (3) Given the reactants [Cl:1][C:2]1[C:3]([O:30][C@H:31]2[CH2:35][C:34]([F:37])([F:36])[CH2:33][C@@H:32]2[C:38]2[N:42]([CH3:43])[N:41]=[CH:40][CH:39]=2)=[CH:4][C:5]([F:29])=[C:6]([S:8]([N:11](CC2C=CC(OC)=CC=2OC)[C:12]2[CH:17]=[CH:16][N:15]=[CH:14][N:13]=2)(=[O:10])=[O:9])[CH:7]=1.C([SiH](CC)CC)C.FC(F)(F)C(O)=O, predict the reaction product. The product is: [Cl:1][C:2]1[C:3]([O:30][C@H:31]2[CH2:35][C:34]([F:37])([F:36])[CH2:33][C@@H:32]2[C:38]2[N:42]([CH3:43])[N:41]=[CH:40][CH:39]=2)=[CH:4][C:5]([F:29])=[C:6]([S:8]([NH:11][C:12]2[CH:17]=[CH:16][N:15]=[CH:14][N:13]=2)(=[O:9])=[O:10])[CH:7]=1. (4) The product is: [Cl:13][C:14]1[CH:19]=[C:18]([F:20])[CH:17]=[CH:16][C:15]=1[S:21]([NH:1][C:2]1[CH:11]=[CH:10][C:5]([C:6]([O:8][CH3:9])=[O:7])=[C:4]([OH:12])[CH:3]=1)(=[O:23])=[O:22]. Given the reactants [NH2:1][C:2]1[CH:3]=[C:4]([OH:12])[C:5](=[CH:10][CH:11]=1)[C:6]([O:8][CH3:9])=[O:7].[Cl:13][C:14]1[CH:19]=[C:18]([F:20])[CH:17]=[CH:16][C:15]=1[S:21](Cl)(=[O:23])=[O:22].N1C=CC=CC=1.C(O)(C(F)(F)F)=O, predict the reaction product. (5) Given the reactants [F:1][C:2]1[CH:3]=[CH:4][CH:5]=[C:6]2[C:11]=1[N:10]=[C:9](N)[C:8]([C:13]1[CH:18]=[CH:17][CH:16]=[CH:15][C:14]=1[S:19]([CH3:22])(=[O:21])=[O:20])=[CH:7]2.Cl.N([O-])=[O:25].[Na+], predict the reaction product. The product is: [F:1][C:2]1[CH:3]=[CH:4][CH:5]=[C:6]2[C:11]=1[NH:10][C:9](=[O:25])[C:8]([C:13]1[CH:18]=[CH:17][CH:16]=[CH:15][C:14]=1[S:19]([CH3:22])(=[O:21])=[O:20])=[CH:7]2.